From a dataset of hERG potassium channel inhibition data for cardiac toxicity prediction from Karim et al.. Regression/Classification. Given a drug SMILES string, predict its toxicity properties. Task type varies by dataset: regression for continuous values (e.g., LD50, hERG inhibition percentage) or binary classification for toxic/non-toxic outcomes (e.g., AMES mutagenicity, cardiotoxicity, hepatotoxicity). Dataset: herg_karim. (1) The compound is C[n+]1c(C#Cc2ccc(-c3ccccc3)cc2)cccc1C#Cc1ccc(-c2ccccc2)cc1. The result is 1 (blocker). (2) The compound is C[C@H]1CCCN1CCCOc1ccc(N2CCN(C(=O)c3ccc(F)cc3F)CC2=O)cc1. The result is 1 (blocker). (3) The compound is O=C(CNc1ncnc2ccc(C(F)(F)F)cc12)NC1CN(C2CCC(c3ccc(O)cn3)CC2)C1. The result is 0 (non-blocker).